From a dataset of Catalyst prediction with 721,799 reactions and 888 catalyst types from USPTO. Predict which catalyst facilitates the given reaction. Reactant: [CH3:1][C:2]1([CH3:18])[C:10]2[C:9]3[CH:11]=[CH:12][CH:13]=[CH:14][C:8]=3[CH:7]=[CH:6][C:5]=2[N:4]=[C:3]1[C:15](O)=[O:16].C(Cl)(=O)C([Cl:22])=O. Product: [CH3:1][C:2]1([CH3:18])[C:10]2[C:9]3[CH:11]=[CH:12][CH:13]=[CH:14][C:8]=3[CH:7]=[CH:6][C:5]=2[N:4]=[C:3]1[C:15]([Cl:22])=[O:16]. The catalyst class is: 33.